The task is: Predict the reactants needed to synthesize the given product.. This data is from Full USPTO retrosynthesis dataset with 1.9M reactions from patents (1976-2016). (1) The reactants are: [C:1]([O:5][C:6](=[O:25])/[CH:7]=[CH:8]/[C:9]1[S:10][C:11]([C:15]([O:17]CC2C=CC=CC=2)=[O:16])=[CH:12][C:13]=1[CH3:14])([CH3:4])([CH3:3])[CH3:2]. Given the product [C:1]([O:5][C:6](=[O:25])[CH2:7][CH2:8][C:9]1[S:10][C:11]([C:15]([OH:17])=[O:16])=[CH:12][C:13]=1[CH3:14])([CH3:4])([CH3:2])[CH3:3], predict the reactants needed to synthesize it. (2) Given the product [C:30]([O:34][C@@H:18]1[C@@H:17]([O:16][C:12]2[CH:13]=[C:14]([CH3:15])[C:9]([C:5]3[CH:6]=[CH:7][CH:8]=[C:3]([CH2:1][OH:2])[CH:4]=3)=[C:10]([CH3:26])[CH:11]=2)[CH2:21][O:20][CH2:19]1)(=[O:31])[CH3:32], predict the reactants needed to synthesize it. The reactants are: [CH:1]([C:3]1[CH:4]=[C:5]([C:9]2[C:14]([CH3:15])=[CH:13][C:12]([O:16][C@@H:17]3[CH2:21][O:20][CH2:19][C@@H:18]3CC([O-])=O)=[CH:11][C:10]=2[CH3:26])[CH:6]=[CH:7][CH:8]=1)=[O:2].[BH4-].[Na+].C[C:30]([CH3:32])=[O:31].C[OH:34]. (3) Given the product [CH3:29][O:31][CH2:2][C:3]1[O:4][C:5]([C:8]2[CH:9]=[CH:10][C:11]3[O:15][CH:14]=[C:13]([C:16]4[CH:21]=[CH:20][CH:19]=[C:18]([O:22][C:23]([F:26])([F:25])[F:24])[CH:17]=4)[C:12]=3[CH:27]=2)=[N:6][N:7]=1, predict the reactants needed to synthesize it. The reactants are: Cl[CH2:2][C:3]1[O:4][C:5]([C:8]2[CH:9]=[CH:10][C:11]3[O:15][CH:14]=[C:13]([C:16]4[CH:21]=[CH:20][CH:19]=[C:18]([O:22][C:23]([F:26])([F:25])[F:24])[CH:17]=4)[C:12]=3[CH:27]=2)=[N:6][N:7]=1.C[C:29](C)([O-:31])C.[K+]. (4) Given the product [CH2:15]([O:22][C:23]1[CH:24]=[C:25]([C:29]2[CH2:33][C:32]([CH2:37][C:38]([O:40][C:1]([CH3:4])([CH3:3])[CH3:2])=[O:39])([C:34]([O:36][C:1]([CH3:4])([CH3:3])[CH3:2])=[O:35])[O:31][N:30]=2)[CH:26]=[CH:27][CH:28]=1)[C:16]1[CH:17]=[CH:18][CH:19]=[CH:20][CH:21]=1, predict the reactants needed to synthesize it. The reactants are: [C:1](OC(O[C:1]([CH3:4])([CH3:3])[CH3:2])N(C)C)([CH3:4])([CH3:3])[CH3:2].[CH2:15]([O:22][C:23]1[CH:24]=[C:25]([C:29]2[CH2:33][C:32]([CH2:37][C:38]([OH:40])=[O:39])([C:34]([OH:36])=[O:35])[O:31][N:30]=2)[CH:26]=[CH:27][CH:28]=1)[C:16]1[CH:21]=[CH:20][CH:19]=[CH:18][CH:17]=1. (5) Given the product [NH2:17][C:13]1[C:14]([CH:15]=[O:16])=[C:9]([Cl:8])[N:10]=[CH:11][CH:12]=1, predict the reactants needed to synthesize it. The reactants are: FC(F)(F)C(O)=O.[Cl:8][C:9]1[C:14]([CH:15]=[O:16])=[C:13]([NH:17]C(=O)OC(C)(C)C)[CH:12]=[CH:11][N:10]=1.ClCCl. (6) The reactants are: [C:1]([N:20]1[CH:24]=[N:23][C:22]([C:25](O)=[O:26])=[N:21]1)([C:14]1[CH:19]=[CH:18][CH:17]=[CH:16][CH:15]=1)([C:8]1[CH:13]=[CH:12][CH:11]=[CH:10][CH:9]=1)[C:2]1[CH:7]=[CH:6][CH:5]=[CH:4][CH:3]=1.O.ON1C2C=CC=CC=2N=N1.Cl.[NH2:40][C:41]1[N:46]([CH2:47][CH2:48][CH2:49][CH3:50])[C:45](=[O:51])[N:44]([CH2:52][C:53]2[CH:58]=[CH:57][CH:56]=[CH:55][C:54]=2[F:59])[C:43](=[O:60])[C:42]=1[NH:61][C:62](=[O:71])[CH2:63][C:64]1[CH:69]=[CH:68][C:67]([NH2:70])=[CH:66][CH:65]=1.C(N(CC)C(C)C)(C)C. Given the product [NH2:40][C:41]1[N:46]([CH2:47][CH2:48][CH2:49][CH3:50])[C:45](=[O:51])[N:44]([CH2:52][C:53]2[CH:58]=[CH:57][CH:56]=[CH:55][C:54]=2[F:59])[C:43](=[O:60])[C:42]=1[NH:61][C:62]([CH2:63][C:64]1[CH:65]=[CH:66][C:67]([NH:70][C:25]([C:22]2[N:23]=[CH:24][N:20]([C:1]([C:2]3[CH:7]=[CH:6][CH:5]=[CH:4][CH:3]=3)([C:8]3[CH:9]=[CH:10][CH:11]=[CH:12][CH:13]=3)[C:14]3[CH:19]=[CH:18][CH:17]=[CH:16][CH:15]=3)[N:21]=2)=[O:26])=[CH:68][CH:69]=1)=[O:71], predict the reactants needed to synthesize it. (7) Given the product [F:27][C:26]([F:28])([F:29])[C:22]1[CH:21]=[C:20]([C:18]2[N:1]=[C:2]([CH2:3][C:4]3[CH:5]=[C:6]([CH:12]=[CH:13][CH:14]=3)[C:7]([O:9][CH3:10])=[O:8])[S:15][CH:17]=2)[CH:25]=[CH:24][CH:23]=1, predict the reactants needed to synthesize it. The reactants are: [NH2:1][C:2](=[S:15])[CH2:3][C:4]1[CH:5]=[C:6]([CH:12]=[CH:13][CH:14]=1)[C:7]([O:9][CH2:10]C)=[O:8].Br[CH2:17][C:18]([C:20]1[CH:25]=[CH:24][CH:23]=[C:22]([C:26]([F:29])([F:28])[F:27])[CH:21]=1)=O.